Dataset: Reaction yield outcomes from USPTO patents with 853,638 reactions. Task: Predict the reaction yield, written as a fraction of the theoretical maximum amount of product (1.0 means a 100% yield; for example, 0.34 means a 34% yield). (1) The reactants are [F:1][C:2]([F:37])([CH3:36])[C@H:3]([NH:5][C:6]([C:8]1[C:16]2[C:11](=[N:12][CH:13]=[C:14]([C:17]3[C:25]4[C:20](=[CH:21][C:22]([F:26])=[CH:23][CH:24]=4)[N:19]([CH3:27])[N:18]=3)[N:15]=2)[N:10](COCC[Si](C)(C)C)[CH:9]=1)=[O:7])[CH3:4].FC(F)(F)C(O)=O.C(N)CN. The catalyst is ClCCl. The product is [F:37][C:2]([F:1])([CH3:36])[C@H:3]([NH:5][C:6]([C:8]1[C:16]2[C:11](=[N:12][CH:13]=[C:14]([C:17]3[C:25]4[C:20](=[CH:21][C:22]([F:26])=[CH:23][CH:24]=4)[N:19]([CH3:27])[N:18]=3)[N:15]=2)[NH:10][CH:9]=1)=[O:7])[CH3:4]. The yield is 0.610. (2) The reactants are [CH3:1][CH:2]([CH3:20])[CH2:3][CH2:4][NH:5][C:6]([C:8]1[N:9]=[N:10][C:11]([N:14]2[CH2:19][CH2:18][NH:17][CH2:16][CH2:15]2)=[CH:12][CH:13]=1)=[O:7].[Cl:21][C:22]1[CH:30]=[CH:29][C:28]([Cl:31])=[CH:27][C:23]=1[C:24](O)=[O:25].N12CCCN=C1CCCCC2.CN(C)CCCN=C=NCC. The catalyst is CN(C=O)C.CCOC(C)=O. The product is [CH3:1][CH:2]([CH3:20])[CH2:3][CH2:4][NH:5][C:6]([C:8]1[N:9]=[N:10][C:11]([N:14]2[CH2:19][CH2:18][N:17]([C:24](=[O:25])[C:23]3[CH:27]=[C:28]([Cl:31])[CH:29]=[CH:30][C:22]=3[Cl:21])[CH2:16][CH2:15]2)=[CH:12][CH:13]=1)=[O:7]. The yield is 0.890.